This data is from Drug-target binding data from BindingDB using IC50 measurements. The task is: Regression. Given a target protein amino acid sequence and a drug SMILES string, predict the binding affinity score between them. We predict pIC50 (pIC50 = -log10(IC50 in M); higher means more potent). Dataset: bindingdb_ic50. (1) The small molecule is O=P(O)(O)O[C@H]1[C@H](O)[C@@H](OP(=O)(O)O)[C@H](OP(=O)(O)O)[C@@H](O)[C@H]1O. The target protein (P17105) has sequence MTLPGHPTGMARPRGAGPCSPGLERAPRRSVGELRLLFEARCAAVAAAAAAGEPRARGAKRRGGQVPNGLPRAAPAPVIPQLTVTSEEDVAPASPGPPDREGNWLPAAGSHLQQPRRLSTSSLSSTGSSSLLEDSEDDLLSDSESRSRGNVQLETSEDVGQKSHWQKIRTMVNLPVMSPFKKRYSWVQLAGHTGSFKAAGTSGLILKRSSEPEHYCLVRLMADVLRGCVPAFHGVVERDGESYLQLQDLLDGFDGPCVLDCKMGVRTYLEEELTKARERPKLRKDMYKKMLAVDPEAPTEEEHAQRAVTKPRYMQWREGISSSTTLGFRIEGIKKADGSCSTDFKTTRSREQVTRVFEEFMQGDAEVLKRYLNRLQQIRDTLEISDFFRRHEVIGSSLLFVHDHCHRAGVWLIDFGKTTPLPDGQILDHRRPWEEGNREDGYLLGLDNLIGILANLAER. The pIC50 is 5.6. (2) The drug is CCc1c(C)[nH]c2c1C(=NNC(=S)Nc1cccc(C(F)(F)F)c1)CCC2. The target protein (P22460) has sequence MEIALVPLENGGAMTVRGGDEARAGCGQATGGELQCPPTAGLSDGPKEPAPKGRGAQRDADSGVRPLPPLPDPGVRPLPPLPEELPRPRRPPPEDEEEEGDPGLGTVEDQALGTASLHHQRVHINISGLRFETQLGTLAQFPNTLLGDPAKRLRYFDPLRNEYFFDRNRPSFDGILYYYQSGGRLRRPVNVSLDVFADEIRFYQLGDEAMERFREDEGFIKEEEKPLPRNEFQRQVWLIFEYPESSGSARAIAIVSVLVILISIITFCLETLPEFRDERELLRHPPAPHQPPAPAPGANGSGVMAPPSGPTVAPLLPRTLADPFFIVETTCVIWFTFELLVRFFACPSKAGFSRNIMNIIDVVAIFPYFITLGTELAEQQPGGGGGGQNGQQAMSLAILRVIRLVRVFRIFKLSRHSKGLQILGKTLQASMRELGLLIFFLFIGVILFSSAVYFAEADNQGTHFSSIPDAFWWAVVTMTTVGYGDMRPITVGGKIVGSLC.... The pIC50 is 6.7. (3) The drug is Cc1c(-c2ccc(-c3ccccc3F)cc2)nc2ccc(F)cc2c1C(=O)O. The target protein sequence is TATGDDHFYAEYLMPGLQRLLDPESAHRLAVRVTSLGLLPRATFQDSDMLEVKVLGHKFRNPVGIAAGFDKNGEAVDGLYKLGFGFVEVGSVTPQPQEGNPRPRVFRLPEDQAVINRYGFNSHGLSVVEHRLRARQQKQAQLTADGLPLGINLGKNKTSEDAAADYAEGVRTLGPLADYLVVNVSSPNTAGLRSLQGKTELRHLLSKVLQERDALKGTRKPAVLVKIAPDLTAQDKEDIASVARELGIDGLIVTNTTVSRPVGLQGALRSETGGLSGKPLRDLSTQTIREMYALTQGRIPIIGVGGVSSGQDALEKIQAGASLVQLYTALIFLGPPVVVRVKRELEALLKERGFTTVTDAIGADHRR. The pIC50 is 6.9. (4) The small molecule is NC1=NCCOCC1. The target protein sequence is MGNLKSVAQEPGPPCGLGLGLGLGLCGKQGPATPAPEPSRAPASLLPPAPEHSPPSSPLTQPPEGPKFPRVKNWEVGSITYDTLSAQAQQDGPCTPRRCLGSLVFPRKLQGRPSPGPPAPEQLLSQARDFINQYYSSIKRSGSQAHEQRLQEVEAEVAATGTYQLRESELVFGAKQAWRNAPRCVGRIQWGKLQVFDARDCRSAQEMFTYICNHIKYATNRGNLRSAITVFPQRCPGRGDFRIWNSQLVRYAGYRQQDGSVRGDPANVEITELCIQHGWTPGNGRFDVLPLLLQAPDEPPELFLLPPELVLEVPLEHPTLEWFAALGLRWYALPAVSNMLLEIGGLEFPAAPFSGWYMSTEIGTRNLCDPHRYNILEDVAVCMDLDTRTTSSLWKDKAAVEINVAVLHSYQLAKVTIVDHHAATASFMKHLENEQKARGGCPADWAWIVPPISGSLTPVFHQEMVNYFLSPAFRYQPDPWKGSAAKGTGITRKKTFKEVA.... The pIC50 is 4.6. (5) The drug is CN1CCN(c2cc(C(=O)Nc3cccc(Nc4ccc5c(c4)NC(=O)/C5=C\c4cc(C(=O)O)c[nH]4)c3)cc(C(F)(F)F)c2)CC1. The target protein (P97504) has sequence MESKSILEELLLKKSQQKKKMSPNNYKERLFVLTKTSLSYYEYDKMKRGSRKGSIEIKKIRCVEKVNLEEQTPVERQYPFQIVYKDGLLYVYASNEESRCQWLKALQKEIRGNPHLLIKYHSGFFVDGKFLCCQQSCKAAPGCTLWEAYADLHIAISDEKHRAPTFPERLLKIPRAVPVLKMDASSSGAILPQYDSYSKKSCGSQPTSNIRYIPREDCPDWWQVRKLKSEEDIACSNQLERNIASHSTSKMSWGFPESSSSEEEENLHAYDWFAGNISRSQSEQLLRQKGKEGAFMVRNSSQMGMYTVSLFSKAVNDKKGTVKHYHVHTNAENKLYLAENYCFDSIPKLIHYHQHNSAGMITRLRHPVSTKANKVPVSVALGSGIWELKREEITLLKELGNGQFGVVQLGQWKGQYDVAVKMIKEGAMSEDEFFQEAQTMMKLSHPKLVKFYGVCSKKYPIYIVTEYITNGCLLNYLKSHGKGLESCQLLEMCYDVCEGM.... The pIC50 is 5.0. (6) The compound is OC[C@H]1O[C@@H](Oc2[nH]nc(C(F)(F)F)c2Cc2ccccc2OCc2ccccc2)[C@H](O)[C@@H](O)[C@@H]1O. The target protein (P53792) has sequence MEGHVEEGSELGEQKVLIDNPADILVIAAYFLLVIGVGLWSMFRTNRGTVGGYFLAGRSMVWWPVGASLFASNIGSGHFVGLAGTGAASGLAVAGFEWNALFVVLLLGWLFVPVYLTAGVITMPQYLRKRFGGRRIRLYLSVLSLFLYIFTKISVDMFSGAVFIQQALGWNIYASVIALLGITMIYTVTGGLAALMYTDTVQTFVILAGAFILTGYAFHEVGGYSGLFDKYLGAVTSLTVSKDPAVGNISSTCYQPRPDSYHLLRDPVTGGLPWPALLLGLTIVSGWHWCSDQVIVQRCLAGKNLTHIKAGCILCGYLKLMPMFLMVMPGMISRILYPDEVACVVPEVCKRVCGTEVGCSNIAYPRLVVKLMPNGLRGLMLAVMLAALMSSLASIFNSSSTLFTMDIYTRLRPRAGDRELLLVGRLWVVFIVAVSVAWLPVVQAAQGGQLFDYIQSVSSYLAPPVSAVFVLALFVPRVNEKGAFWGLIGGLLMGLARLIP.... The pIC50 is 4.4. (7) The compound is C[C@H](CCC(=O)N[C@H](CC(=O)O)Cc1c[nH]c2ccccc12)[C@H]1CC[C@H]2[C@@H]3CC[C@@H]4C[C@H](O)CC[C@]4(C)[C@H]3CC[C@@]21C. The target protein (Q03145) has sequence MELRAVGFCLALLWGCALAAAAAQGKEVVLLDFAAMKGELGWLTHPYGKGWDLMQNIMDDMPIYMYSVCNVVSGDQDNWLRTNWVYREEAERIFIELKFTVRDCNSFPGGASSCKETFNLYYAESDVDYGTNFQKRQFTKIDTIAPDEITVSSDFEARNVKLNVEERMVGPLTRKGFYLAFQDIGACVALLSVRVYYKKCPEMLQSLARFPETIAVAVSDTQPLATVAGTCVDHAVVPYGGEGPLMHCTVDGEWLVPIGQCLCQEGYEKVEDACRACSPGFFKSEASESPCLECPEHTLPSTEGATSCQCEEGYFRAPEDPLSMSCTRPPSAPNYLTAIGMGAKVELRWTAPKDTGGRQDIVYSVTCEQCWPESGECGPCEASVRYSEPPHALTRTSVTVSDLEPHMNYTFAVEARNGVSGLVTSRSFRTASVSINQTEPPKVRLEDRSTTSLSVTWSIPVSQQSRVWKYEVTYRKKGDANSYNVRRTEGFSVTLDDLAP.... The pIC50 is 6.0. (8) The compound is CC[C@H](C)[C@H](NC(=O)[C@H](C)NC(=O)[C@H](CC(=O)O)NC(=O)[C@H](C)NC(=O)[C@@H](N)Cc1ccc(O)cc1)C(=O)N[C@@H](Cc1ccccc1)C(=O)N[C@H](C(=O)N[C@@H](CC(N)=O)C(=O)N[C@@H](CO)C(=O)N[C@@H](Cc1ccc(O)cc1)C(=O)N[C@@H](CCCNC(=N)N)C(=O)N[C@@H](CCCCN)C(=O)N[C@H](C(=O)N[C@@H](CC(C)C)C(=O)NCC(=O)N[C@@H](CCC(N)=O)C(=O)N[C@@H](CC(C)C)C(=O)N[C@@H](CO)C(=O)N[C@@H](C)C(=O)N[C@@H](CCCNC(=N)N)C(=O)N[C@@H](CCCCN)C(=O)N[C@@H](CC(C)C)C(=O)N[C@@H](CC(C)C)C(=O)N[C@@H](CC(=O)O)C(=O)N[C@H](C(=O)N[C@@H](CCSC)C(=O)N[C@@H](CO)C(=O)N[C@@H](CCCNC(=N)N)C(N)=O)[C@@H](C)CC)C(C)C)[C@@H](C)O. The target protein (Q02644) has sequence MDSLLWATWVLCLLNLWGVALGHLHLECDFITQLRDDELACLQAAEGTNNSSMGCPGTWDGLLCWPPTGSGQWVSLPCPEFFSHFGSDPGAVKRDCTITGWSDPFPPYPVACPVPLELLTEEKSYFSTVKIIYTTGHSISIVALCVAIAILVALRRLHCPRNYIHTQLFATFILKASAVFLKDAAVFQGDSTDHCSMSTILCKVSVAVSHFATMTNFSWLLAEAVYLSCLLASTSPRSKPAFWWLVLAGWGLPVLCTGTWVGCKLAFEDTACWDLDDSSPYWWIIKGPIVLSVGVNFGLFLNIICILLRKLGPAQGGLHTRAQYCNYLLPWSCPLPQVPRERTDLGPSSHEITVQESGTRNCQLPWRLSKSTLLLIPLFGIHYIIFNFLPDSAGLGIRLPLELGLGSFQGFVVAVLYCFLNQEVRTEISRKWYGHDPELLPARRTCTEWTTPPRSRVKVLTSEC. The pIC50 is 7.3. (9) The small molecule is O=C(CCc1ccc(O)cc1)c1c(O)cc(O)cc1O. The pIC50 is 4.8. The target protein (Q66HS9) has sequence MPSESSVKATAAPPPFPLPPDGGWGWVVVCASFISIGFSYAFPKAVTVFFNDIKDIFKTTSSQIAWISSIMLAVMYAGGPISSVLVNNYGSRPVVIVGGLLCCTGMILASFSSSVIELYLTVGFIGGLGLAFNLQPALTIIGKYFYRKRPLANGFAMAGSPVFLSTLAPFNQFLFNSYGWKGSFLILGAIFLHSCVAGCLMRPVGPSPRAAKSKSKVGSRQDSSTKRLSKVSTAEKINRFLDFGLFTHRGFLIYLSGNVVLFLGMFAPIIFLAPYAKDKGVDDYNSAFLLSVMAFTDMFARPSVGLIANTSLIRPRIQYLFSVAIMFTGICHLLCPLAHSYTALVVYVIFFGIGFGSISSLLFECLMDQVGASRFSSAVGLVTIVECCPVLFGPPLAGKLLDITGQYKYLYIASGIVVLSSGIYLLICNAINYRLLEKERKREKARRKKSASQASKEMEALSRSKQDDVTVKVSNTHNPPSDRDKESSI. (10) The target protein (Q873X9) has sequence MRFATSTIVKVALLLSSLCVDAAVMWNRDTSSTDLEARASSGYRSVVYFVNWAIYGRNHNPQDLPVERLTHVLYAFANVRPETGEVYMTDSWADIEKHYPGDSWSDTGNNVYGCIKQLYLLKKQNRNLKVLLSIGGWTYSPNFAPAASTDAGRKNFAKTAVKLLQDLGFDGLDIDWEYPENDQQANDFVLLLKEVRTALDSYSAANAGGQHFLLTVASPAGPDKIKVLHLKDMDQQLDFWNLMAYDYAGSFSSLSGHQANVYNDTSNPLSTPFNTQTALDLYRAGGVPANKIVLGMPLYGRSFANTDGPGKPYNGVGQGSWENGVWDYKALPQAGATEHVLPDIMASYSYDATNKFLISYDNPQVANLKSGYIKSLGLGGAMWWDSSSDKTGSDSLITTVVNALGGTGVFEQSQNELDYPVSQYDNLRNGMQT. The drug is CNC(=O)NC(=N)NCCC[C@@H]1NC(=O)[C@@H](C)NC(=O)C[C@@H](C(=O)O)NC(=O)C[C@@H](C(=O)O)NC(=O)[C@H](Cc2ccccc2)N(C)C1=O. The pIC50 is 6.0.